From a dataset of Catalyst prediction with 721,799 reactions and 888 catalyst types from USPTO. Predict which catalyst facilitates the given reaction. (1) Reactant: CC1C=N[C:5]2[C:6]3[O:15][C@@H:14]([CH2:16]OS(C4C=CC(Br)=CC=4)(=O)=O)[CH2:13][O:12][C:7]=3[CH:8]=[CH:9][C:10]=2C=1.[NH:28]1[CH2:31][CH:30]([CH2:32][N:33]2[C:41]3[C:36](=[CH:37][CH:38]=[C:39]([F:42])[CH:40]=3)[CH:35]=[CH:34]2)[CH2:29]1.C([N:45]([CH2:48][CH3:49])[CH2:46][CH3:47])C. Product: [F:42][C:39]1[CH:40]=[C:41]2[C:36]([CH:35]=[CH:34][N:33]2[CH2:32][CH:30]2[CH2:31][N:28]([CH2:16][CH:14]3[O:15][C:6]4=[C:5]5[C:46](=[CH:47][CH:8]=[C:7]4[O:12][CH2:13]3)[N:45]=[C:48]([CH3:49])[CH:9]=[CH:10]5)[CH2:29]2)=[CH:37][CH:38]=1. The catalyst class is: 16. (2) Reactant: [OH:1][NH:2]/[C:3](=[N:14]\[H])/[C:4]1[CH:9]=[CH:8][C:7]([C:10]([F:13])([F:12])[F:11])=[CH:6][CH:5]=1.[O:16]=[C:17]1[C:22]([C:29]2[CH:34]=[CH:33][CH:32]=[CH:31][CH:30]=2)([C:23]2[CH:28]=[CH:27][CH:26]=[CH:25][CH:24]=2)[CH2:21][CH2:20][CH2:19][N:18]1[CH2:35][C:36](O)=O.Cl.C(N=C=NCCCN(C)C)C. Product: [C:29]1([C:22]2([C:23]3[CH:24]=[CH:25][CH:26]=[CH:27][CH:28]=3)[CH2:21][CH2:20][CH2:19][N:18]([CH2:35][C:36]3[O:1][N:2]=[C:3]([C:4]4[CH:9]=[CH:8][C:7]([C:10]([F:13])([F:12])[F:11])=[CH:6][CH:5]=4)[N:14]=3)[C:17]2=[O:16])[CH:34]=[CH:33][CH:32]=[CH:31][CH:30]=1. The catalyst class is: 26. (3) Reactant: [CH3:1][C:2]1([CH3:16])[C:11]2[C:6](=[CH:7][CH:8]=[C:9]([CH3:12])[CH:10]=2)[C:5]([CH3:14])([CH3:13])[CH2:4][C:3]1=[O:15].[Al+3].[Cl-].[Cl-].[Cl-].[Br:21]Br. The catalyst class is: 4. Product: [Br:21][C:8]1[CH:7]=[C:6]2[C:11](=[CH:10][C:9]=1[CH3:12])[C:2]([CH3:16])([CH3:1])[C:3](=[O:15])[CH2:4][C:5]2([CH3:14])[CH3:13]. (4) Reactant: [C:1]([C:5]1[CH:13]=[C:12]2[C:8]([C:9](I)=[N:10][N:11]2[CH3:14])=[CH:7][CH:6]=1)([CH3:4])([CH3:3])[CH3:2].C([Mg]Cl)(C)C.[CH2:21]([Sn:25]([CH2:31][CH2:32][CH2:33][CH3:34])([CH2:27][CH2:28][CH2:29][CH3:30])Cl)[CH2:22][CH2:23][CH3:24]. The catalyst class is: 1. Product: [C:1]([C:5]1[CH:13]=[C:12]2[C:8]([C:9]([Sn:25]([CH2:27][CH2:28][CH2:29][CH3:30])([CH2:31][CH2:32][CH2:33][CH3:34])[CH2:21][CH2:22][CH2:23][CH3:24])=[N:10][N:11]2[CH3:14])=[CH:7][CH:6]=1)([CH3:4])([CH3:3])[CH3:2].